This data is from Forward reaction prediction with 1.9M reactions from USPTO patents (1976-2016). The task is: Predict the product of the given reaction. (1) Given the reactants [ClH:1].Cl.C(C1C=C(C(N2CCNCC2)CC2(O)CCCCC2)C=CC=1)#C.[C:26]([C:28]1[CH:29]=[C:30]([CH:34]([C:49]2([OH:55])[CH2:54][CH2:53][CH2:52][CH2:51][CH2:50]2)[CH2:35][N:36]2[CH2:41][CH2:40][N:39](C(OC(C)(C)C)=O)[CH2:38][CH2:37]2)[CH:31]=[CH:32][CH:33]=1)#[CH:27], predict the reaction product. The product is: [ClH:1].[ClH:1].[C:26]([C:28]1[CH:29]=[C:30]([CH:34]([C:49]2([OH:55])[CH2:50][CH2:51][CH2:52][CH2:53][CH2:54]2)[CH2:35][N:36]2[CH2:41][CH2:40][NH:39][CH2:38][CH2:37]2)[CH:31]=[CH:32][CH:33]=1)#[CH:27]. (2) The product is: [N:3]1([CH:8]2[CH2:13][CH2:12][N:11]([C:14]3[CH:23]=[CH:22][C:17]([C:18]([OH:20])=[O:19])=[CH:16][CH:15]=3)[CH2:10][CH2:9]2)[CH2:7][CH2:6][CH2:5][CH2:4]1. Given the reactants [OH-].[Na+].[N:3]1([CH:8]2[CH2:13][CH2:12][N:11]([C:14]3[CH:23]=[CH:22][C:17]([C:18]([O:20]C)=[O:19])=[CH:16][CH:15]=3)[CH2:10][CH2:9]2)[CH2:7][CH2:6][CH2:5][CH2:4]1.Cl, predict the reaction product. (3) Given the reactants C(OC([NH:8][C:9]1[O:17][C:16]2[C:11](=[N:12][CH:13]=[C:14]([CH2:18][N:19]3[CH2:24][CH2:23][N:22]([CH3:25])[CH2:21][CH2:20]3)[CH:15]=2)[C:10]=1[C:26]([NH:28][C:29]1[CH:30]=[N:31][CH:32]=[CH:33][C:34]=1[N:35]1[CH2:40][C@H:39]([C:41]([F:44])([F:43])[F:42])[CH2:38][C@H:37]([NH:45]C(=O)OC(C)(C)C)[CH2:36]1)=[O:27])=O)(C)(C)C.Cl.O1CCOCC1, predict the reaction product. The product is: [NH2:8][C:9]1[O:17][C:16]2[C:11](=[N:12][CH:13]=[C:14]([CH2:18][N:19]3[CH2:24][CH2:23][N:22]([CH3:25])[CH2:21][CH2:20]3)[CH:15]=2)[C:10]=1[C:26]([NH:28][C:29]1[CH:30]=[N:31][CH:32]=[CH:33][C:34]=1[N:35]1[CH2:40][C@H:39]([C:41]([F:42])([F:44])[F:43])[CH2:38][C@H:37]([NH2:45])[CH2:36]1)=[O:27]. (4) Given the reactants [I-].[CH3:2][P+](C1C=CC=CC=1)(C1C=CC=CC=1)C1C=CC=CC=1.C([Li])CCC.[C:27]1([S:33]([N:36]2[CH:47]=[CH:46][C:45]3[C:37]2=[N:38][CH:39]=[C:40]2[C:44]=3[N:43]([CH:48]3[CH2:53][CH2:52][C:51](=O)[CH2:50][CH2:49]3)[N:42]=[N:41]2)(=[O:35])=[O:34])[CH:32]=[CH:31][CH:30]=[CH:29][CH:28]=1, predict the reaction product. The product is: [C:27]1([S:33]([N:36]2[CH:47]=[CH:46][C:45]3[C:37]2=[N:38][CH:39]=[C:40]2[C:44]=3[N:43]([CH:48]3[CH2:53][CH2:52][C:51](=[CH2:2])[CH2:50][CH2:49]3)[N:42]=[N:41]2)(=[O:35])=[O:34])[CH:32]=[CH:31][CH:30]=[CH:29][CH:28]=1. (5) Given the reactants [OH-:1].[Li+].[C:3]([C:6]1[CH:29]=[CH:28][C:9]([O:10][CH2:11][C:12]2[CH:27]=[CH:26][C:15]([C:16]([C:18]3[CH:19]=[N:20][CH:21]=[C:22]([CH:25]=3)[C:23]#N)=[O:17])=[CH:14][CH:13]=2)=[C:8]([CH2:30][CH2:31][CH3:32])[C:7]=1[OH:33])(=[O:5])[CH3:4].[OH2:34], predict the reaction product. The product is: [C:3]([C:6]1[CH:29]=[CH:28][C:9]([O:10][CH2:11][C:12]2[CH:27]=[CH:26][C:15]([C:16]([C:18]3[CH:19]=[N:20][CH:21]=[C:22]([CH:25]=3)[C:23]([OH:34])=[O:1])=[O:17])=[CH:14][CH:13]=2)=[C:8]([CH2:30][CH2:31][CH3:32])[C:7]=1[OH:33])(=[O:5])[CH3:4]. (6) Given the reactants [CH3:1][O:2][C:3]1[CH:8]=[CH:7][N:6]=[C:5]([CH2:9][OH:10])[N:4]=1.[C:11](O[C:11](=[O:17])[CH2:12][CH2:13][CH2:14][CH2:15][CH3:16])(=[O:17])[CH2:12][CH2:13][CH2:14][CH2:15][CH3:16].C(O)(C)C, predict the reaction product. The product is: [CH3:1][O:2][C:3]1[CH:8]=[CH:7][N:6]=[C:5]([CH2:9][O:10][C:11](=[O:17])[CH2:12][CH2:13][CH2:14][CH2:15][CH3:16])[N:4]=1.